Dataset: Reaction yield outcomes from USPTO patents with 853,638 reactions. Task: Predict the reaction yield, written as a fraction of the theoretical maximum amount of product (1.0 means a 100% yield; for example, 0.34 means a 34% yield). (1) The reactants are F[C:2]1[C:3]([CH3:11])=[CH:4][C:5]([N+:8]([O-:10])=[O:9])=[N:6][CH:7]=1.[Cl:12][C:13]1[CH:18]=[C:17]([OH:19])[CH:16]=[CH:15][N:14]=1.C([O-])([O-])=O.[K+].[K+].O. The catalyst is CN(C=O)C. The product is [Cl:12][C:13]1[CH:18]=[C:17]([O:19][C:2]2[C:3]([CH3:11])=[CH:4][C:5]([N+:8]([O-:10])=[O:9])=[N:6][CH:7]=2)[CH:16]=[CH:15][N:14]=1. The yield is 0.800. (2) The reactants are [CH2:1]([O:3][C:4](=[O:16])[CH:5]([C:7]1[CH:8]=[N:9][C:10]([NH2:15])=[C:11]([O:13][CH3:14])[CH:12]=1)[CH3:6])[CH3:2].C(N(CC)CC)C.[CH3:24][S:25](Cl)(=[O:27])=[O:26]. The catalyst is O1CCCC1. The yield is 0.670. The product is [CH2:1]([O:3][C:4](=[O:16])[CH:5]([C:7]1[CH:8]=[N:9][C:10]([NH:15][S:25]([CH3:24])(=[O:27])=[O:26])=[C:11]([O:13][CH3:14])[CH:12]=1)[CH3:6])[CH3:2].